From a dataset of Experimentally validated miRNA-target interactions with 360,000+ pairs, plus equal number of negative samples. Binary Classification. Given a miRNA mature sequence and a target amino acid sequence, predict their likelihood of interaction. The miRNA is mmu-miR-495-3p with sequence AAACAAACAUGGUGCACUUCUU. The protein sequence of the target gene is MNPEEQIVTWLISLGVLESPKKTICDPEEFLKSSLKNGVVLCKLINRLMPGSVEKFCLDPQTEADCINNINDFLKGCATLQVEIFDPDDLYSGVNFSKVLSTLLAVNKATEDQLSERPCGRSSSLSAANTSQTNPQGAVSSTVSGLQRQSKTVEMTENGSHQLIVKARFNFKQTNEDELSVCKGDIIYVTRVEEGGWWEGTLNGRTGWFPSNYVREIKSSERPLSPKAVKGFETAPLTKNYYTVVLQNILDTEKEYAKELQSLLVTYLRPLQSNNNLSTVEVTSLLGNFEEVCTFQQTLC.... Result: 0 (no interaction).